This data is from Forward reaction prediction with 1.9M reactions from USPTO patents (1976-2016). The task is: Predict the product of the given reaction. (1) Given the reactants [O:1]=[C:2]1[NH:11][C:10]2[CH:9]=[C:8]([C:12]([OH:14])=O)[CH:7]=[CH:6][C:5]=2[N:4]2[CH2:15][CH2:16][CH2:17][CH2:18][CH:3]12.[Cl:19][C:20]1[CH:21]=[CH:22][C:23]([CH3:36])=[C:24]([N:26]2[CH2:31][CH2:30][N:29]([CH2:32][CH2:33][CH2:34][NH2:35])[CH2:28][CH2:27]2)[CH:25]=1.CCN(C(C)C)C(C)C.C(Cl)CCl, predict the reaction product. The product is: [Cl:19][C:20]1[CH:21]=[CH:22][C:23]([CH3:36])=[C:24]([N:26]2[CH2:27][CH2:28][N:29]([CH2:32][CH2:33][CH2:34][NH:35][C:12]([C:8]3[CH:7]=[CH:6][C:5]4[N:4]5[CH2:15][CH2:16][CH2:17][CH2:18][CH:3]5[C:2](=[O:1])[NH:11][C:10]=4[CH:9]=3)=[O:14])[CH2:30][CH2:31]2)[CH:25]=1. (2) Given the reactants Cl[C:2]([C:11]1[C:12]([Cl:17])=[N:13][CH:14]=[CH:15][CH:16]=1)=[C:3]([C:9]#[N:10])[C:4]([O:6][CH2:7][CH3:8])=[O:5].[Cl:18][C:19]1[N:24]=[CH:23][C:22]([CH:25]([NH2:27])[CH3:26])=[CH:21][CH:20]=1.C(N(CC)CC)C, predict the reaction product. The product is: [Cl:17][C:12]1[C:11](/[C:2](/[NH:27][CH:25]([C:22]2[CH:23]=[N:24][C:19]([Cl:18])=[CH:20][CH:21]=2)[CH3:26])=[C:3](\[C:9]#[N:10])/[C:4]([O:6][CH2:7][CH3:8])=[O:5])=[CH:16][CH:15]=[CH:14][N:13]=1.